This data is from Forward reaction prediction with 1.9M reactions from USPTO patents (1976-2016). The task is: Predict the product of the given reaction. (1) Given the reactants COC(C1C=C(O)C2C(=C(OCC3C=CC=CC=3)C=C(C#CCOCC3C=CC=CC=3)C=2)N=1)=O.[CH3:35][O:36][C:37]([C:39]1[CH:48]=[C:47]([C:49]#[C:50][C:51]2[CH:56]=[CH:55][CH:54]=[CH:53][CH:52]=2)[C:46]2[C:41](=[C:42]([O:57]CC3C=CC=CC=3)[CH:43]=[CH:44][CH:45]=2)[N:40]=1)=[O:38], predict the reaction product. The product is: [CH3:35][O:36][C:37]([C:39]1[CH:48]=[C:47]([CH2:49][CH2:50][C:51]2[CH:56]=[CH:55][CH:54]=[CH:53][CH:52]=2)[C:46]2[C:41](=[C:42]([OH:57])[CH:43]=[CH:44][CH:45]=2)[N:40]=1)=[O:38]. (2) Given the reactants II.[Mg].[CH2:4](Br)[C:5]1[CH:10]=[CH:9][CH:8]=[CH:7][CH:6]=1.[O:12]=[C:13]1[CH2:17][CH2:16][N:15]([C:18]([O:20][C:21]([CH3:24])([CH3:23])[CH3:22])=[O:19])[CH2:14]1, predict the reaction product. The product is: [C:21]([O:20][C:18]([N:15]1[CH2:16][CH2:17][C:13]([CH2:4][C:5]2[CH:10]=[CH:9][CH:8]=[CH:7][CH:6]=2)([OH:12])[CH2:14]1)=[O:19])([CH3:24])([CH3:22])[CH3:23]. (3) Given the reactants [F:1][C:2]1[CH:7]=[CH:6][C:5]([CH3:8])=[CH:4][C:3]=1[NH:9][C:10]([NH:12][C:13]1[CH:47]=[CH:46][C:16]([O:17][C:18]2[CH:23]=[CH:22][N:21]=[C:20]([C:24]3[NH:28][CH:27]=[C:26]([C:29]([NH:31][CH2:32][CH2:33][CH2:34][N:35]([CH2:41][C:42]([O:44]C)=[O:43])[CH2:36][C:37]([O:39]C)=[O:38])=[O:30])[CH:25]=3)[CH:19]=2)=[CH:15][CH:14]=1)=[O:11].[OH-].[Na+].O.Cl, predict the reaction product. The product is: [F:1][C:2]1[CH:7]=[CH:6][C:5]([CH3:8])=[CH:4][C:3]=1[NH:9][C:10]([NH:12][C:13]1[CH:14]=[CH:15][C:16]([O:17][C:18]2[CH:23]=[CH:22][N:21]=[C:20]([C:24]3[NH:28][CH:27]=[C:26]([C:29]([NH:31][CH2:32][CH2:33][CH2:34][N:35]([CH2:36][C:37]([OH:39])=[O:38])[CH2:41][C:42]([OH:44])=[O:43])=[O:30])[CH:25]=3)[CH:19]=2)=[CH:46][CH:47]=1)=[O:11]. (4) Given the reactants CO[C:3]([C:5]1[C:6](=[O:38])[C:7]2[CH:12]=[N:11][C:10]([NH:13][C:14]3[CH:19]=[CH:18][C:17]([CH:20]4[CH2:25][CH2:24][N:23]([CH3:26])[CH2:22][CH2:21]4)=[CH:16][CH:15]=3)=[N:9][C:8]=2[N:27]([C:29]2[CH:30]=[C:31]3[C:35](=[CH:36][CH:37]=2)[CH2:34][CH2:33][CH2:32]3)[CH:28]=1)=[O:4].[CH2:39]([O:41][NH2:42])[CH3:40].CO, predict the reaction product. The product is: [CH2:39]([O:41][NH:42][C:3]([C:5]1[C:6](=[O:38])[C:7]2[CH:12]=[N:11][C:10]([NH:13][C:14]3[CH:15]=[CH:16][C:17]([CH:20]4[CH2:25][CH2:24][N:23]([CH3:26])[CH2:22][CH2:21]4)=[CH:18][CH:19]=3)=[N:9][C:8]=2[N:27]([C:29]2[CH:30]=[C:31]3[C:35](=[CH:36][CH:37]=2)[CH2:34][CH2:33][CH2:32]3)[CH:28]=1)=[O:4])[CH3:40]. (5) Given the reactants [C:1]([C:3]1[CH:4]=[C:5]2[C:9](=[CH:10][CH:11]=1)[NH:8][C:7](=[O:12])[C@@:6]2([NH:22][C:23]([N:25]1[CH2:28][C:27]2([CH2:31][N:30]([CH:32]3[CH2:35][O:34][CH2:33]3)[CH2:29]2)[CH2:26]1)=[O:24])[C:13]1[C:14]([O:19][CH2:20][CH3:21])=[N:15][CH:16]=[CH:17][CH:18]=1)#[N:2].[CH3:36][C:37]1[CH:42]=[CH:41][C:40]([S:43](Cl)(=[O:45])=[O:44])=[CH:39][CH:38]=1, predict the reaction product. The product is: [C:1]([C:3]1[CH:4]=[C:5]2[C:9](=[CH:10][CH:11]=1)[N:8]([S:43]([C:40]1[CH:41]=[CH:42][C:37]([CH3:36])=[CH:38][CH:39]=1)(=[O:45])=[O:44])[C:7](=[O:12])[C@@:6]2([NH:22][C:23]([N:25]1[CH2:26][C:27]2([CH2:31][N:30]([CH:32]3[CH2:33][O:34][CH2:35]3)[CH2:29]2)[CH2:28]1)=[O:24])[C:13]1[C:14]([O:19][CH2:20][CH3:21])=[N:15][CH:16]=[CH:17][CH:18]=1)#[N:2]. (6) Given the reactants F[C:2]1[N:7]=[CH:6][C:5]([C:8]2[CH:13]=[CH:12][C:11]([C@@H:14]([N:16]3[CH2:21][CH2:20][C@:19]([CH2:28][C:29]([OH:32])([CH3:31])[CH3:30])([C:22]4[CH:27]=[CH:26][CH:25]=[CH:24][CH:23]=4)[O:18][C:17]3=[O:33])[CH3:15])=[CH:10][CH:9]=2)=[CH:4][CH:3]=1.C(=O)([O-])[O-].[K+].[K+].[NH:40]1[CH2:47][CH2:46][CH2:45][C@@H:41]1[C:42]([NH2:44])=[O:43].C([O-])(O)=O.[Na+], predict the reaction product. The product is: [OH:32][C:29]([CH3:31])([CH3:30])[CH2:28][C@@:19]1([C:22]2[CH:27]=[CH:26][CH:25]=[CH:24][CH:23]=2)[O:18][C:17](=[O:33])[N:16]([C@H:14]([C:11]2[CH:12]=[CH:13][C:8]([C:5]3[CH:4]=[CH:3][C:2]([N:40]4[CH2:47][CH2:46][CH2:45][C@@H:41]4[C:42]([NH2:44])=[O:43])=[N:7][CH:6]=3)=[CH:9][CH:10]=2)[CH3:15])[CH2:21][CH2:20]1. (7) Given the reactants [Si:1]([O:8][CH:9]([C:22]1[N:23]=[N:24][NH:25][N:26]=1)[CH2:10][CH2:11][CH2:12][CH2:13][CH2:14][CH2:15][C:16]1[CH:21]=[CH:20][CH:19]=[CH:18][CH:17]=1)([C:4]([CH3:7])([CH3:6])[CH3:5])([CH3:3])[CH3:2].I[C:28]1[CH:33]=[CH:32][CH:31]=[CH:30][N:29]=1.C([O-])([O-])=O.[K+].[K+].CN(C)CCN, predict the reaction product. The product is: [Si:1]([O:8][CH:9]([C:22]1[N:23]=[N:24][N:25]([C:28]2[CH:33]=[CH:32][CH:31]=[CH:30][N:29]=2)[N:26]=1)[CH2:10][CH2:11][CH2:12][CH2:13][CH2:14][CH2:15][C:16]1[CH:21]=[CH:20][CH:19]=[CH:18][CH:17]=1)([C:4]([CH3:5])([CH3:6])[CH3:7])([CH3:3])[CH3:2].